Dataset: Full USPTO retrosynthesis dataset with 1.9M reactions from patents (1976-2016). Task: Predict the reactants needed to synthesize the given product. (1) Given the product [Cl:19][C:20]1[CH:21]=[C:22]2[C:27](=[CH:28][CH:29]=1)[O:26][CH2:25][CH:24]=[C:23]2[C:10]1[NH:6][CH:7]=[N:8][CH:9]=1, predict the reactants needed to synthesize it. The reactants are: CN(C)S([N:6]1[CH:10]=[CH:9][N:8]=[C:7]1[Si](C(C)(C)C)(C)C)(=O)=O.[Cl:19][C:20]1[CH:21]=[C:22]2[C:27](=[CH:28][CH:29]=1)[O:26][CH2:25][CH2:24][C:23]2=O. (2) Given the product [F:23][C:20]1[CH:19]=[CH:18][C:17]([C:14]2[O:15][CH:16]=[C:12]([CH2:11][OH:10])[N:13]=2)=[CH:22][CH:21]=1, predict the reactants needed to synthesize it. The reactants are: C(Cl)(C)=O.CC([Si](C1C=CC=CC=1)(C1C=CC=CC=1)[O:10][CH2:11][C:12]1[N:13]=[C:14]([C:17]2[CH:22]=[CH:21][C:20]([F:23])=[CH:19][CH:18]=2)[O:15][CH:16]=1)(C)C. (3) The reactants are: [NH2:1][C:2]([C:6]1[CH:11]=[CH:10][C:9]([O:12][C:13]2[CH:18]=[CH:17][CH:16]=[CH:15][CH:14]=2)=[CH:8][CH:7]=1)=[CH:3][C:4]#[N:5].C[O:20][C:21](=O)[CH2:22][C:23]([C:25]1[CH:34]=[CH:33][C:28]([C:29]([O:31][CH3:32])=[O:30])=[CH:27][CH:26]=1)=O.[Cl-].[NH4+]. Given the product [C:4]([C:3]1[C:21](=[O:20])[CH:22]=[C:23]([C:25]2[CH:34]=[CH:33][C:28]([C:29]([O:31][CH3:32])=[O:30])=[CH:27][CH:26]=2)[NH:1][C:2]=1[C:6]1[CH:11]=[CH:10][C:9]([O:12][C:13]2[CH:18]=[CH:17][CH:16]=[CH:15][CH:14]=2)=[CH:8][CH:7]=1)#[N:5], predict the reactants needed to synthesize it. (4) Given the product [F:21][C:20]1[C:15]([NH:14][CH2:13][CH:9]2[CH2:10][CH2:11][CH2:12][NH:8]2)=[N:16][C:17]([NH:22][C:23]2[CH:24]=[N:25][C:26]([N:29]3[CH2:30][CH2:31][N:32]([CH3:35])[CH2:33][CH2:34]3)=[CH:27][CH:28]=2)=[N:18][CH:19]=1, predict the reactants needed to synthesize it. The reactants are: C(OC([N:8]1[CH2:12][CH2:11][CH2:10][CH:9]1[CH2:13][NH:14][C:15]1[C:20]([F:21])=[CH:19][N:18]=[C:17]([NH:22][C:23]2[CH:24]=[N:25][C:26]([N:29]3[CH2:34][CH2:33][N:32]([CH3:35])[CH2:31][CH2:30]3)=[CH:27][CH:28]=2)[N:16]=1)=O)(C)(C)C. (5) Given the product [CH3:9][O:8][C:6](=[O:7])[C:5]1[CH:10]=[CH:11][C:2]([S:22][CH2:15][C:16]2[CH:21]=[CH:20][CH:19]=[CH:18][CH:17]=2)=[C:3]([N+:12]([O-:14])=[O:13])[CH:4]=1, predict the reactants needed to synthesize it. The reactants are: Cl[C:2]1[CH:11]=[CH:10][C:5]([C:6]([O:8][CH3:9])=[O:7])=[CH:4][C:3]=1[N+:12]([O-:14])=[O:13].[CH2:15]([SH:22])[C:16]1[CH:21]=[CH:20][CH:19]=[CH:18][CH:17]=1.C([O-])([O-])=O.[Na+].[Na+]. (6) Given the product [CH:1]1([N:9]2[CH2:10][CH2:11][CH2:12][N:6]([C:13]([O:15][C:16]([CH3:19])([CH3:18])[CH3:17])=[O:14])[CH2:7][CH2:8]2)[CH2:4][CH2:3][CH2:2]1, predict the reactants needed to synthesize it. The reactants are: [C:1]1(=O)[CH2:4][CH2:3][CH2:2]1.[N:6]1([C:13]([O:15][C:16]([CH3:19])([CH3:18])[CH3:17])=[O:14])[CH2:12][CH2:11][CH2:10][NH:9][CH2:8][CH2:7]1.C(O[BH-](OC(=O)C)OC(=O)C)(=O)C.[Na+].